Dataset: Full USPTO retrosynthesis dataset with 1.9M reactions from patents (1976-2016). Task: Predict the reactants needed to synthesize the given product. (1) Given the product [CH:8]1[C:7]2[C:1]3[CH:2]=[CH:18][CH:19]=[CH:20][C:21]=3[O:17][C:6]=2[CH:11]=[C:10]([CH:14]=[O:15])[CH:9]=1, predict the reactants needed to synthesize it. The reactants are: [C:1]([Li])(C)(C)[CH3:2].[CH3:6][CH2:7][CH2:8][CH2:9][CH2:10][CH3:11].CN(C)[CH:14]=[O:15].[O:17]1[CH2:21][CH2:20][CH2:19][CH2:18]1. (2) Given the product [CH3:4][O:5][CH2:6][CH2:7][O:8][CH2:9][C:10]1[CH:15]=[CH:14][C:13]([C@@H:16]2[C@@H:21]([O:22][CH2:23][C:24]3[CH:25]=[CH:26][C:27]4[O:32][CH2:31][CH2:30][N:29]([CH2:33][CH2:34][CH2:35][O:36][CH3:37])[C:28]=4[CH:38]=3)[CH2:20][N:19]([S:39]([C:42]3[CH:43]=[CH:44][C:45]([CH3:48])=[CH:46][CH:47]=3)(=[O:40])=[O:41])[C@H:18]([CH2:49][C:50]([CH3:55])([CH3:54])[C:51]([O:53][CH3:3])=[O:52])[CH2:17]2)=[CH:12][CH:11]=1, predict the reactants needed to synthesize it. The reactants are: [N+](=[CH2:3])=[N-].[CH3:4][O:5][CH2:6][CH2:7][O:8][CH2:9][C:10]1[CH:15]=[CH:14][C:13]([C@@H:16]2[C@@H:21]([O:22][CH2:23][C:24]3[CH:25]=[CH:26][C:27]4[O:32][CH2:31][CH2:30][N:29]([CH2:33][CH2:34][CH2:35][O:36][CH3:37])[C:28]=4[CH:38]=3)[CH2:20][N:19]([S:39]([C:42]3[CH:47]=[CH:46][C:45]([CH3:48])=[CH:44][CH:43]=3)(=[O:41])=[O:40])[C@H:18]([CH2:49][C:50]([CH3:55])([CH3:54])[C:51]([OH:53])=[O:52])[CH2:17]2)=[CH:12][CH:11]=1.S([O-])([O-])(=O)=O.[Mg+2]. (3) The reactants are: [OH:1][NH:2][C:3]([C:5]1[CH:22]=[N:21][C:20]2[N:19]3[CH2:23][C@@H:24]([CH3:28])[O:25][C@@H:26]([CH3:27])[C@@H:18]3[C:9]3([C:14](=[O:15])[NH:13][C:12](=[O:16])[NH:11][C:10]3=[O:17])[CH2:8][C:7]=2[CH:6]=1)=[NH:4].[C:29](OC(=O)C)(=O)[CH3:30]. Given the product [CH3:27][C@H:26]1[C@@H:18]2[C:9]3([CH2:8][C:7]4[CH:6]=[C:5]([C:3]5[N:4]=[C:29]([CH3:30])[O:1][N:2]=5)[CH:22]=[N:21][C:20]=4[N:19]2[CH2:23][C@@H:24]([CH3:28])[O:25]1)[C:14](=[O:15])[NH:13][C:12](=[O:16])[NH:11][C:10]3=[O:17], predict the reactants needed to synthesize it. (4) Given the product [CH2:11]([O:12][SiH2:13][O:18][CH2:19][CH3:20])[CH3:10].[O:24]1[C:25]2[CH:26]=[CH:27][CH:28]=[CH:29][C:14]=2[CH:15]=[CH:16][NH:17]1.[O:24]1[C:25]2[CH:26]=[CH:27][CH:28]=[CH:29][C:14]=2[CH:15]=[CH:16][NH:17]1, predict the reactants needed to synthesize it. The reactants are: C=O.S([O-])([O-])(=O)=O.[Na+].[Na+].[CH3:10][CH2:11][O:12][Si:13](OCC)([O:18][CH2:19][CH3:20])[CH2:14][CH2:15][CH2:16][NH2:17].[OH:24][C:25]1C=[CH:29][C:28](C([C:28]2[CH:29]=C[C:25]([OH:24])=[CH:26][CH:27]=2)(C)C)=[CH:27][CH:26]=1. (5) Given the product [NH2:7][C:6]1[CH:5]=[CH:4][CH:3]=[C:2]([Cl:1])[C:11]=1[C:10]([NH2:14])=[O:9], predict the reactants needed to synthesize it. The reactants are: [Cl:1][C:2]1[C:11]2[C:10](=O)[O:9]C(=O)[NH:7][C:6]=2[CH:5]=[CH:4][CH:3]=1.[NH3:14]. (6) Given the product [F:1][C:2]1[CH:7]=[C:6]([B:23]([OH:26])[OH:24])[C:5]([O:9][CH3:10])=[CH:4][C:3]=1[C:11]1[CH:16]=[CH:15][CH:14]=[C:13]([F:17])[CH:12]=1, predict the reactants needed to synthesize it. The reactants are: [F:1][C:2]1[CH:7]=[C:6](I)[C:5]([O:9][CH3:10])=[CH:4][C:3]=1[C:11]1[CH:16]=[CH:15][CH:14]=[C:13]([F:17])[CH:12]=1.[Li]CCCC.[B:23](OC)([O:26]C)[O:24]C. (7) Given the product [CH2:1]([S:3]([N:6]1[CH2:7][CH2:8][CH:9]([C:12]2[C:20]3[C:15](=[C:16]([C:35]([NH2:37])=[O:36])[CH:17]=[C:18]([C:21]4[CH:26]=[CH:25][CH:24]=[C:23]([CH2:27][NH:28][C:29]([C:30]5[N:53]([CH3:52])[CH:33]=[CH:32][CH:31]=5)=[O:34])[CH:22]=4)[CH:19]=3)[NH:14][CH:13]=2)[CH2:10][CH2:11]1)(=[O:5])=[O:4])[CH3:2], predict the reactants needed to synthesize it. The reactants are: [CH2:1]([S:3]([N:6]1[CH2:11][CH2:10][CH:9]([C:12]2[C:20]3[C:15](=[C:16]([C:35]([NH2:37])=[O:36])[CH:17]=[C:18]([C:21]4[CH:26]=[CH:25][CH:24]=[C:23]([CH2:27][NH:28][C:29](=[O:34])[CH2:30][CH2:31][CH2:32][CH3:33])[CH:22]=4)[CH:19]=3)[NH:14][CH:13]=2)[CH2:8][CH2:7]1)(=[O:5])=[O:4])[CH3:2].CC1(C)C(C)(C)OB(C2C=C([CH2:52][NH:53]C(=O)CCCC)C=CC=2)O1.